From a dataset of Forward reaction prediction with 1.9M reactions from USPTO patents (1976-2016). Predict the product of the given reaction. (1) Given the reactants Br[C:2]1[CH:3]=[C:4]2[C:9](=[CH:10][CH:11]=1)[N:8]=[C:7]([C:12]([F:15])([F:14])[F:13])[C:6]([C:16]1[CH:21]=[CH:20][CH:19]=[CH:18][CH:17]=1)=[C:5]2[C:22]([F:25])([F:24])[F:23].[Li]CCCC.[C:31]1([C:37]([C:39]2[CH:40]=[N:41][CH:42]=[CH:43][CH:44]=2)=[O:38])[CH:36]=[CH:35][CH:34]=[CH:33][CH:32]=1, predict the reaction product. The product is: [C:31]1([C:37]([C:2]2[CH:3]=[C:4]3[C:9](=[CH:10][CH:11]=2)[N:8]=[C:7]([C:12]([F:14])([F:13])[F:15])[C:6]([C:16]2[CH:17]=[CH:18][CH:19]=[CH:20][CH:21]=2)=[C:5]3[C:22]([F:23])([F:24])[F:25])([C:39]2[CH:40]=[N:41][CH:42]=[CH:43][CH:44]=2)[OH:38])[CH:32]=[CH:33][CH:34]=[CH:35][CH:36]=1. (2) Given the reactants [C:1]([O:5][C:6]([NH:8][C:9]([CH3:14])([CH3:13])[C:10]([OH:12])=O)=[O:7])([CH3:4])([CH3:3])[CH3:2].C(N(CC)CC)C.C1C=CC2N(O)N=NC=2C=1.CCN=C=NCCCN(C)C.[Cl:43][C:44]1[CH:53]=[CH:52][C:51]2[C:46](=[CH:47][C:48]([N:54]3[CH2:59][CH2:58][NH:57][CH2:56][CH2:55]3)=[CH:49][N:50]=2)[N:45]=1, predict the reaction product. The product is: [C:1]([O:5][C:6](=[O:7])[NH:8][C:9]([CH3:14])([CH3:13])[C:10]([N:57]1[CH2:58][CH2:59][N:54]([C:48]2[CH:49]=[N:50][C:51]3[C:46]([CH:47]=2)=[N:45][C:44]([Cl:43])=[CH:53][CH:52]=3)[CH2:55][CH2:56]1)=[O:12])([CH3:2])([CH3:3])[CH3:4].